Dataset: Reaction yield outcomes from USPTO patents with 853,638 reactions. Task: Predict the reaction yield, written as a fraction of the theoretical maximum amount of product (1.0 means a 100% yield; for example, 0.34 means a 34% yield). (1) The reactants are [Br:1][C:2]1[N:3]=[CH:4][C:5]([NH2:8])=[N:6][CH:7]=1.C([Li])CCC.CCCCCC.[CH3:20][O:21][C:22]1[CH:27]=[CH:26][CH:25]=[C:24]([O:28][CH2:29][C:30]2[CH:35]=[CH:34][C:33]([O:36][CH3:37])=[CH:32][CH:31]=2)[C:23]=1[C:38](=O)[CH:39]=[C:40](SC)SC.C(O)(=O)C.O.[NH2:51][NH2:52]. The catalyst is C1COCC1. The product is [Br:1][C:2]1[N:3]=[CH:4][C:5]([NH:8][C:40]2[CH:39]=[C:38]([C:23]3[C:24]([O:28][CH2:29][C:30]4[CH:35]=[CH:34][C:33]([O:36][CH3:37])=[CH:32][CH:31]=4)=[CH:25][CH:26]=[CH:27][C:22]=3[O:21][CH3:20])[NH:52][N:51]=2)=[N:6][CH:7]=1. The yield is 0.740. (2) The reactants are Br[C:2]1[CH:7]=[C:6]([C:8]([CH3:11])([CH3:10])[CH3:9])[C:5]([N+:12]([O-:14])=[O:13])=[CH:4][C:3]=1[NH2:15].CCN(CC)CC.[CH3:23][Si:24]([C:27]#[CH:28])([CH3:26])[CH3:25]. The catalyst is C1(C)C=CC=CC=1.O.Cl[Pd](Cl)([P](C1C=CC=CC=1)(C1C=CC=CC=1)C1C=CC=CC=1)[P](C1C=CC=CC=1)(C1C=CC=CC=1)C1C=CC=CC=1.[Cu]I. The product is [C:8]([C:6]1[C:5]([N+:12]([O-:14])=[O:13])=[CH:4][C:3]([NH:15][C:28]#[C:27][Si:24]([CH3:26])([CH3:25])[CH3:23])=[CH:2][CH:7]=1)([CH3:11])([CH3:10])[CH3:9]. The yield is 0.810. (3) The reactants are [CH2:1]([O:8][C:9]([N:11]1[CH2:16][C@H:15]([C:17]2[N:21]3[CH:22]=[CH:23][N:24]=[C:25]([Cl:26])[C:20]3=[CH:19][N:18]=2)[CH2:14][CH2:13][C@H:12]1[CH2:27][O:28][CH3:29])=[O:10])[C:2]1[CH:7]=[CH:6][CH:5]=[CH:4][CH:3]=1.[Br:30]N1C(=O)CCC1=O. The catalyst is CC#N. The product is [CH2:1]([O:8][C:9]([N:11]1[CH2:16][C@H:15]([C:17]2[N:21]3[CH:22]=[CH:23][N:24]=[C:25]([Cl:26])[C:20]3=[C:19]([Br:30])[N:18]=2)[CH2:14][CH2:13][C@H:12]1[CH2:27][O:28][CH3:29])=[O:10])[C:2]1[CH:3]=[CH:4][CH:5]=[CH:6][CH:7]=1. The yield is 1.00.